Dataset: Full USPTO retrosynthesis dataset with 1.9M reactions from patents (1976-2016). Task: Predict the reactants needed to synthesize the given product. The reactants are: [F:1][C:2]1[CH:3]=[C:4]([C:9]2([O:14][CH3:15])[CH2:13][CH2:12][NH:11][CH2:10]2)[CH:5]=[CH:6][C:7]=1[F:8].C(=O)([O-])[O-].[K+].[K+].Br[CH:23]([CH3:25])[CH3:24]. Given the product [F:1][C:2]1[CH:3]=[C:4]([C:9]2([O:14][CH3:15])[CH2:13][CH2:12][N:11]([CH:23]([CH3:25])[CH3:24])[CH2:10]2)[CH:5]=[CH:6][C:7]=1[F:8], predict the reactants needed to synthesize it.